Dataset: Full USPTO retrosynthesis dataset with 1.9M reactions from patents (1976-2016). Task: Predict the reactants needed to synthesize the given product. (1) Given the product [OH:16][CH2:15][C:3]1([CH2:2][O:1][C:33](=[S:34])[NH:32][C:28]2[CH:29]=[CH:30][CH:31]=[C:26]([C:25]([F:24])([F:35])[F:36])[CH:27]=2)[CH2:9][CH2:8][O:7][C:6]2[CH:10]=[CH:11][CH:12]=[CH:13][C:5]=2[C:4]1=[O:14], predict the reactants needed to synthesize it. The reactants are: [OH:1][CH2:2][C:3]1([CH2:15][OH:16])[CH2:9][CH2:8][O:7][C:6]2[CH:10]=[CH:11][CH:12]=[CH:13][C:5]=2[C:4]1=[O:14].C(N(CC)CC)C.[F:24][C:25]([F:36])([F:35])[C:26]1[CH:27]=[C:28]([N:32]=[C:33]=[S:34])[CH:29]=[CH:30][CH:31]=1. (2) The reactants are: [NH2:1][CH2:2][C:3]1[CH:10]=[CH:9][C:6]([C:7]#[N:8])=[CH:5][CH:4]=1.[OH2:11]. Given the product [NH2:8][CH2:7][C:6]1[CH:9]=[CH:10][C:3]([C:2]([NH2:1])=[O:11])=[CH:4][CH:5]=1, predict the reactants needed to synthesize it. (3) The reactants are: [C:1]12([CH2:11][CH2:12][C:13]([OH:15])=[O:14])[CH2:10][CH:5]3[CH2:6][CH:7]([CH2:9][CH:3]([CH2:4]3)[CH2:2]1)[CH2:8]2.S(=O)(=O)(O)O.[CH3:21]O. Given the product [C:1]12([CH2:11][CH2:12][C:13]([O:15][CH3:21])=[O:14])[CH2:10][CH:5]3[CH2:6][CH:7]([CH2:9][CH:3]([CH2:4]3)[CH2:2]1)[CH2:8]2, predict the reactants needed to synthesize it. (4) Given the product [CH3:8][N:9]1[C:17]2[C@@:16]3([CH3:21])[C:18]([CH3:19])([CH3:20])[C@H:13]([CH2:14][CH2:15]3)[C:12]=2[C:11](=[O:22])[N:10]1[CH2:23][C:24]1[C:25]([C:48]([F:49])([F:50])[F:51])=[N:26][NH:27][CH:28]=1, predict the reactants needed to synthesize it. The reactants are: FC(F)(F)C(O)=O.[CH3:8][N:9]1[C:17]2[C@@:16]3([CH3:21])[C:18]([CH3:20])([CH3:19])[C@H:13]([CH2:14][CH2:15]3)[C:12]=2[C:11](=[O:22])[N:10]1[CH2:23][C:24]1[C:25]([C:48]([F:51])([F:50])[F:49])=[N:26][N:27](C(C2C=CC=CC=2)(C2C=CC=CC=2)C2C=CC=CC=2)[CH:28]=1.C([SiH](CC)CC)C. (5) Given the product [F:11][C:8]([F:9])([F:10])[C:7]1[CH:6]=[CH:5][C:4]([C:12]2[C:20]3[CH2:19][CH2:18][CH:17]([NH:21][S:22]([CH:25]4[CH2:27][CH2:26]4)(=[O:23])=[O:24])[C:16]=3[CH:15]=[N:14][CH:13]=2)=[CH:3][CH:2]=1, predict the reactants needed to synthesize it. The reactants are: F[C:2]1[CH:3]=[C:4]([C:12]2[C:20]3[CH2:19][CH2:18][CH:17]([NH:21][S:22]([CH:25]4[CH2:27][CH2:26]4)(=[O:24])=[O:23])[C:16]=3[CH:15]=[N:14][CH:13]=2)[CH:5]=[CH:6][C:7]=1[C:8]([F:11])([F:10])[F:9].FC(F)(F)C1C=CC(C2C3CCC(N)C=3C=NC=2)=CC=1. (6) Given the product [F:21][C:17]1[CH:16]=[C:15]([CH:20]=[CH:19][CH:18]=1)[O:14][CH:11]1[CH2:10][CH2:9][NH:8][CH2:13][CH2:12]1, predict the reactants needed to synthesize it. The reactants are: C(OC([N:8]1[CH2:13][CH2:12][CH:11]([O:14][C:15]2[CH:20]=[CH:19][CH:18]=[C:17]([F:21])[CH:16]=2)[CH2:10][CH2:9]1)=O)(C)(C)C.FC(F)(F)C(O)=O. (7) The reactants are: [CH3:1][O:2][C:3]([C:5]1[CH2:9][C:8](O)([C:10]2[O:11][C:12]([O:15][CH3:16])=[CH:13][N:14]=2)[N:7]([C:18]2[CH:19]=[N:20][C:21]([CH3:24])=[CH:22][CH:23]=2)[N:6]=1)=[O:4].O.C(Cl)(Cl)Cl. Given the product [CH3:1][O:2][C:3]([C:5]1[CH:9]=[C:8]([C:10]2[O:11][C:12]([O:15][CH3:16])=[CH:13][N:14]=2)[N:7]([C:18]2[CH:19]=[N:20][C:21]([CH3:24])=[CH:22][CH:23]=2)[N:6]=1)=[O:4], predict the reactants needed to synthesize it.